This data is from Full USPTO retrosynthesis dataset with 1.9M reactions from patents (1976-2016). The task is: Predict the reactants needed to synthesize the given product. (1) Given the product [CH:1]1([N:4]2[C:13]3[C:8](=[C:9]([N+:26]([O-:28])=[O:27])[C:10]([F:19])=[C:11]([F:18])[C:12]=3[OH:14])[C:7](=[O:20])[C:6]([C:21]([O:23][CH2:24][CH3:25])=[O:22])=[CH:5]2)[CH2:3][CH2:2]1, predict the reactants needed to synthesize it. The reactants are: [CH:1]1([N:4]2[C:13]3[C:8](=[CH:9][C:10]([F:19])=[C:11]([F:18])[C:12]=3[O:14]C(C)C)[C:7](=[O:20])[C:6]([C:21]([O:23][CH2:24][CH3:25])=[O:22])=[CH:5]2)[CH2:3][CH2:2]1.[N+:26]([O-])([O-:28])=[O:27].[K+]. (2) Given the product [CH3:1][O:2][C@@H:3]1[C@@H:7]([O:8][N+:9]([O-:11])=[O:10])[CH2:6][C@H:5]([C:12]([O:14][CH:16]([Cl:18])[CH3:15])=[O:13])[CH2:4]1, predict the reactants needed to synthesize it. The reactants are: [CH3:1][O:2][C@@H:3]1[C@@H:7]([O:8][N+:9]([O-:11])=[O:10])[CH2:6][C@H:5]([C:12]([OH:14])=[O:13])[CH2:4]1.[C:15](Cl)(=O)[C:16]([Cl:18])=O.C(=O)C. (3) Given the product [C:43]([O:42][C:41]([NH:40][C@H:35]1[CH2:36][CH2:37][CH2:38][CH2:39][C@H:34]1[NH:33][C:2]1[N:7]=[C:6]([CH2:8][N:9]2[C:17](=[O:18])[C:16]3[C:11](=[CH:12][CH:13]=[CH:14][CH:15]=3)[C:10]2=[O:19])[C:5]([C:20]([O:22][CH2:23][CH3:24])=[O:21])=[C:4]([NH:25][C:26]2[CH:27]=[C:28]([CH3:32])[CH:29]=[CH:30][CH:31]=2)[N:3]=1)=[O:47])([CH3:46])([CH3:44])[CH3:45], predict the reactants needed to synthesize it. The reactants are: Cl[C:2]1[N:7]=[C:6]([CH2:8][N:9]2[C:17](=[O:18])[C:16]3[C:11](=[CH:12][CH:13]=[CH:14][CH:15]=3)[C:10]2=[O:19])[C:5]([C:20]([O:22][CH2:23][CH3:24])=[O:21])=[C:4]([NH:25][C:26]2[CH:27]=[C:28]([CH3:32])[CH:29]=[CH:30][CH:31]=2)[N:3]=1.[NH2:33][C@@H:34]1[CH2:39][CH2:38][CH2:37][CH2:36][C@@H:35]1[NH:40][C:41](=[O:47])[O:42][C:43]([CH3:46])([CH3:45])[CH3:44].CCN(CC)CC.C([O-])(O)=O.[Na+]. (4) Given the product [S:3]1[CH:7]=[CH:6][CH:5]=[C:4]1[S:8][CH2:9][CH2:10][N:11]1[CH2:16][CH2:15][C@@H:14]([CH2:17][CH2:18][CH:19]([NH2:32])[C:20]2[C:29]3[C:24](=[CH:25][CH:26]=[C:27]([O:30][CH3:31])[CH:28]=3)[N:23]=[CH:22][CH:21]=2)[C@@H:13]([C:33]([OH:35])=[O:34])[CH2:12]1, predict the reactants needed to synthesize it. The reactants are: [OH-].[Na+].[S:3]1[CH:7]=[CH:6][CH:5]=[C:4]1[S:8][CH2:9][CH2:10][N:11]1[CH2:16][CH2:15][C@@H:14]([CH2:17][CH2:18][CH:19]([NH2:32])[C:20]2[C:29]3[C:24](=[CH:25][CH:26]=[C:27]([O:30][CH3:31])[CH:28]=3)[N:23]=[CH:22][CH:21]=2)[C@@H:13]([C:33]([O:35]C)=[O:34])[CH2:12]1. (5) The reactants are: C[O:2][C:3](=[O:42])[C:4]1[CH:9]=[CH:8][C:7]([O:10][CH2:11][CH2:12][CH2:13][O:14]/[N:15]=[CH:16]/[C:17]2[CH:22]=[CH:21][C:20]([C:23]([CH3:26])([CH3:25])[CH3:24])=[CH:19][CH:18]=2)=[CH:6][C:5]=1[NH:27][C:28]([C:30]1[CH:35]=[CH:34][C:33]([C:36]2[CH:41]=[CH:40][CH:39]=[CH:38][CH:37]=2)=[CH:32][CH:31]=1)=[O:29].[OH-].[K+]. Given the product [C:33]1([C:36]2[CH:41]=[CH:40][CH:39]=[CH:38][CH:37]=2)[CH:34]=[CH:35][C:30]([C:28]([NH:27][C:5]2[CH:6]=[C:7]([O:10][CH2:11][CH2:12][CH2:13][O:14]/[N:15]=[CH:16]/[C:17]3[CH:18]=[CH:19][C:20]([C:23]([CH3:26])([CH3:24])[CH3:25])=[CH:21][CH:22]=3)[CH:8]=[CH:9][C:4]=2[C:3]([OH:42])=[O:2])=[O:29])=[CH:31][CH:32]=1, predict the reactants needed to synthesize it.